This data is from NCI-60 drug combinations with 297,098 pairs across 59 cell lines. The task is: Regression. Given two drug SMILES strings and cell line genomic features, predict the synergy score measuring deviation from expected non-interaction effect. (1) Drug 1: C1=C(C(=O)NC(=O)N1)F. Drug 2: B(C(CC(C)C)NC(=O)C(CC1=CC=CC=C1)NC(=O)C2=NC=CN=C2)(O)O. Cell line: SNB-19. Synergy scores: CSS=32.3, Synergy_ZIP=1.66, Synergy_Bliss=1.78, Synergy_Loewe=3.06, Synergy_HSA=2.95. (2) Drug 1: CC1=CC=C(C=C1)C2=CC(=NN2C3=CC=C(C=C3)S(=O)(=O)N)C(F)(F)F. Drug 2: C1CC(C1)(C(=O)O)C(=O)O.[NH2-].[NH2-].[Pt+2]. Cell line: MDA-MB-231. Synergy scores: CSS=16.7, Synergy_ZIP=-5.56, Synergy_Bliss=-1.25, Synergy_Loewe=2.42, Synergy_HSA=3.04. (3) Drug 1: CCC1(CC2CC(C3=C(CCN(C2)C1)C4=CC=CC=C4N3)(C5=C(C=C6C(=C5)C78CCN9C7C(C=CC9)(C(C(C8N6C=O)(C(=O)OC)O)OC(=O)C)CC)OC)C(=O)OC)O.OS(=O)(=O)O. Drug 2: C1C(C(OC1N2C=NC3=C(N=C(N=C32)Cl)N)CO)O. Cell line: TK-10. Synergy scores: CSS=32.2, Synergy_ZIP=-9.44, Synergy_Bliss=-6.87, Synergy_Loewe=-3.57, Synergy_HSA=-2.44. (4) Drug 1: CC(CN1CC(=O)NC(=O)C1)N2CC(=O)NC(=O)C2. Drug 2: CC1=C2C(C(=O)C3(C(CC4C(C3C(C(C2(C)C)(CC1OC(=O)C(C(C5=CC=CC=C5)NC(=O)OC(C)(C)C)O)O)OC(=O)C6=CC=CC=C6)(CO4)OC(=O)C)O)C)O. Cell line: OVCAR-8. Synergy scores: CSS=37.9, Synergy_ZIP=-8.36, Synergy_Bliss=-5.20, Synergy_Loewe=-6.97, Synergy_HSA=-4.68. (5) Drug 1: CC(C)(C#N)C1=CC(=CC(=C1)CN2C=NC=N2)C(C)(C)C#N. Drug 2: COCCOC1=C(C=C2C(=C1)C(=NC=N2)NC3=CC=CC(=C3)C#C)OCCOC.Cl. Cell line: SK-MEL-5. Synergy scores: CSS=-0.516, Synergy_ZIP=0.825, Synergy_Bliss=1.89, Synergy_Loewe=-2.43, Synergy_HSA=-1.97. (6) Drug 2: COCCOC1=C(C=C2C(=C1)C(=NC=N2)NC3=CC=CC(=C3)C#C)OCCOC.Cl. Cell line: OVCAR-4. Synergy scores: CSS=3.03, Synergy_ZIP=5.98, Synergy_Bliss=4.60, Synergy_Loewe=1.39, Synergy_HSA=2.19. Drug 1: CCCS(=O)(=O)NC1=C(C(=C(C=C1)F)C(=O)C2=CNC3=C2C=C(C=N3)C4=CC=C(C=C4)Cl)F. (7) Drug 1: CN(CC1=CN=C2C(=N1)C(=NC(=N2)N)N)C3=CC=C(C=C3)C(=O)NC(CCC(=O)O)C(=O)O. Drug 2: C1CC(CCC1OC2=C(C(=CC=C2)Cl)F)(CC3=NC(=CC=C3)NC4=NC=CS4)C(=O)O. Cell line: SK-OV-3. Synergy scores: CSS=17.4, Synergy_ZIP=-0.0790, Synergy_Bliss=6.10, Synergy_Loewe=6.20, Synergy_HSA=6.39.